The task is: Predict the product of the given reaction.. This data is from Forward reaction prediction with 1.9M reactions from USPTO patents (1976-2016). (1) Given the reactants C(OC([N:8]1[CH2:12][CH2:11][C:10]([CH3:23])([C:13](=[O:22])[NH:14][CH2:15][C:16]2[CH:21]=[CH:20][CH:19]=[CH:18][N:17]=2)[CH2:9]1)=O)(C)(C)C.[ClH:24].O1CCOCC1, predict the reaction product. The product is: [ClH:24].[ClH:24].[N:17]1[CH:18]=[CH:19][CH:20]=[CH:21][C:16]=1[CH2:15][NH:14][C:13]([C:10]1([CH3:23])[CH2:11][CH2:12][NH:8][CH2:9]1)=[O:22]. (2) Given the reactants [OH:1][CH:2]([C:6]1[CH:11]=[CH:10][C:9]([C:12]2[N:16]=[C:15]([C:17]3[O:21][N:20]=[C:19]([C:22]4[CH:27]=[CH:26][CH:25]=[CH:24][CH:23]=4)[C:18]=3[C:28]([F:31])([F:30])[F:29])[O:14][N:13]=2)=[CH:8][CH:7]=1)[C:3](O)=[O:4].Cl.CN(C1NC=NN=1)C.CN1CCOCC1.CN(C(O[N:56]1[N:64]=[N:63][C:58]2C=[CH:60][CH:61]=[N:62][C:57]1=2)=[N+](C)C)C.F[P-](F)(F)(F)(F)F, predict the reaction product. The product is: [OH:1][CH:2]([C:6]1[CH:7]=[CH:8][C:9]([C:12]2[N:16]=[C:15]([C:17]3[O:21][N:20]=[C:19]([C:22]4[CH:27]=[CH:26][CH:25]=[CH:24][CH:23]=4)[C:18]=3[C:28]([F:31])([F:30])[F:29])[O:14][N:13]=2)=[CH:10][CH:11]=1)[C:3]([NH:63][CH2:58][C:57]1[NH:62][C:61]([CH3:60])=[N:64][N:56]=1)=[O:4]. (3) Given the reactants [N:1]1[CH:6]=[CH:5][C:4]([CH2:7][CH2:8][CH2:9][OH:10])=[CH:3][CH:2]=1.C(N(CC)CC)C.[S:18](Cl)([CH3:21])(=[O:20])=[O:19], predict the reaction product. The product is: [N:1]1[CH:6]=[CH:5][C:4]([CH2:7][CH2:8][CH2:9][O:10][S:18]([CH3:21])(=[O:20])=[O:19])=[CH:3][CH:2]=1. (4) Given the reactants [NH2:1][C:2]1[CH:7]=[CH:6][C:5]([OH:8])=[C:4]([CH3:9])[CH:3]=1.Cl.[CH:11](=O)/[CH:12]=[CH:13]/[CH3:14], predict the reaction product. The product is: [CH3:14][C:13]1[CH:12]=[CH:11][C:7]2[C:2](=[CH:3][C:4]([CH3:9])=[C:5]([OH:8])[CH:6]=2)[N:1]=1. (5) Given the reactants [NH2:1][C:2]1[CH:9]=[CH:8][C:7]([C:10]2[C:15]([Cl:16])=[CH:14][CH:13]=[CH:12][N:11]=2)=[CH:6][C:3]=1[C:4]#[N:5].[Br:17]N1C(=O)CCC1=O.[OH-].[Na+], predict the reaction product. The product is: [NH2:1][C:2]1[C:9]([Br:17])=[CH:8][C:7]([C:10]2[C:15]([Cl:16])=[CH:14][CH:13]=[CH:12][N:11]=2)=[CH:6][C:3]=1[C:4]#[N:5]. (6) Given the reactants [C:1]([O:5][C:6]([N:8]1[CH2:12][C@@H:11]([C:13]2[CH:18]=[CH:17][CH:16]=[CH:15][CH:14]=2)[CH2:10][C@H:9]1[C:19](O)=[O:20])=[O:7])([CH3:4])([CH3:3])[CH3:2].CCN(C(C)C)C(C)C.CN(C(ON1N=NC2C=CC=NC1=2)=[N+](C)C)C.F[P-](F)(F)(F)(F)F.[NH2:55][C:56]1[S:57][CH:58]=[C:59]([C:61]2[CH:72]=[CH:71][C:64]([C:65]([NH:67][CH:68]3[CH2:70][CH2:69]3)=[O:66])=[CH:63][CH:62]=2)[N:60]=1, predict the reaction product. The product is: [C:1]([O:5][C:6]([N:8]1[CH2:12][C@@H:11]([C:13]2[CH:14]=[CH:15][CH:16]=[CH:17][CH:18]=2)[CH2:10][C@H:9]1[C:19](=[O:20])[NH:55][C:56]1[S:57][CH:58]=[C:59]([C:61]2[CH:62]=[CH:63][C:64]([C:65](=[O:66])[NH:67][CH:68]3[CH2:69][CH2:70]3)=[CH:71][CH:72]=2)[N:60]=1)=[O:7])([CH3:4])([CH3:3])[CH3:2].